The task is: Predict the reactants needed to synthesize the given product.. This data is from Full USPTO retrosynthesis dataset with 1.9M reactions from patents (1976-2016). The reactants are: C[O:2][C:3](=O)[CH2:4][C:5](=O)[CH3:6].Br[CH2:10][C:11]([C:13]1[CH:18]=[CH:17][CH:16]=[C:15]([C:19]([F:22])([F:21])[F:20])[CH:14]=1)=O.[CH:23]1([CH2:26][NH2:27])[CH2:25][CH2:24]1.[CH:28]1([NH2:34])[CH2:33][CH2:32][CH2:31][CH2:30][CH2:29]1. Given the product [CH:28]1([NH:34][C:3]([C:4]2[CH:10]=[C:11]([C:13]3[CH:18]=[CH:17][CH:16]=[C:15]([C:19]([F:22])([F:21])[F:20])[CH:14]=3)[N:27]([CH2:26][CH:23]3[CH2:25][CH2:24]3)[C:5]=2[CH3:6])=[O:2])[CH2:33][CH2:32][CH2:31][CH2:30][CH2:29]1, predict the reactants needed to synthesize it.